This data is from Experimentally validated miRNA-target interactions with 360,000+ pairs, plus equal number of negative samples. The task is: Binary Classification. Given a miRNA mature sequence and a target amino acid sequence, predict their likelihood of interaction. (1) The miRNA is hsa-miR-6846-3p with sequence UGACCCCUUCUGUCUCCCUAG. The protein sequence of the target gene is MTRGNQRELARQKNMKKQSDSVKGKRRDDGLSAAARKQRDSEIMQQKQKKANEKKEEPK. Result: 0 (no interaction). (2) The miRNA is hsa-miR-449a with sequence UGGCAGUGUAUUGUUAGCUGGU. The protein sequence of the target gene is MAAKQPPPLMKKHSQTDLVSRLKTRKILGVGGEDDDGEVHRSKISQVLGNEIKFTIREPLGLRVWQFVSAVLFSGIAIMALAFPDQLYDAVFDGAQVTSKTPIRLYGGALLSISLIMWNALYTAEKVIIRWTLLTEACYFGVQFLVVTATLAETGLMSLGILLLLVSRLLFVVISIYYYYQVGRRPKKA. Result: 0 (no interaction). (3) The miRNA is hsa-miR-183-5p with sequence UAUGGCACUGGUAGAAUUCACU. The protein sequence of the target gene is MPHRKERPSGSSLHTHGSTGTAEGGNMSRLSLTRSPVSPLAAQGIPLPAQLTKSNAPVHIDVGGHMYTSSLATLTKYPDSRISRLFNGTEPIVLDSLKQHYFIDRDGEIFRYVLSFLRTSKLLLPDDFKDFSLLYEEARYYQLQPMVRELERWQQEQEQRRRSRACDCLVVRVTPDLGERIALSGEKALIEEVFPETGDVMCNSVNAGWNQDPTHVIRFPLNGYCRLNSVQVLERLFQRGFSVAASCGGGVDSSQFSEYVLCREERRPQPTPTAVRIKQEPLD. Result: 1 (interaction).